Dataset: Reaction yield outcomes from USPTO patents with 853,638 reactions. Task: Predict the reaction yield, written as a fraction of the theoretical maximum amount of product (1.0 means a 100% yield; for example, 0.34 means a 34% yield). The reactants are Cl[C:2]1[CH:7]=[C:6]([Cl:8])[N:5]=[N:4][C:3]=1[C:9]([O:11][CH2:12][CH3:13])=[O:10].[CH3:14][C:15]1[CH:16]=[CH:17][C:18]([NH2:22])=[N:19][C:20]=1[CH3:21].C(#N)C. The catalyst is ClCCl. The product is [Cl:8][C:6]1[N:5]=[N:4][C:3]([C:9]([O:11][CH2:12][CH3:13])=[O:10])=[C:2]([NH:22][C:18]2[CH:17]=[CH:16][C:15]([CH3:14])=[C:20]([CH3:21])[N:19]=2)[CH:7]=1. The yield is 0.468.